Dataset: Forward reaction prediction with 1.9M reactions from USPTO patents (1976-2016). Task: Predict the product of the given reaction. (1) Given the reactants [Cl:1][C:2]1[CH:10]=[C:9]([C:11]([O:13][CH2:14][C:15]2([C:28]3[CH:33]=[CH:32][C:31]([F:34])=[CH:30][CH:29]=3)[CH2:20][CH2:19][N:18]([C:21]([O:23][C:24]([CH3:27])([CH3:26])[CH3:25])=[O:22])[CH2:17][CH2:16]2)=[CH2:12])[C:8]2[C:4](=[CH:5][N:6]([CH2:35][O:36][CH2:37][CH2:38][Si:39]([CH3:42])([CH3:41])[CH3:40])[N:7]=2)[CH:3]=1.C(OCC)(=O)C.CCCCCC, predict the reaction product. The product is: [Cl:1][C:2]1[CH:10]=[C:9]([C@H:11]([O:13][CH2:14][C:15]2([C:28]3[CH:33]=[CH:32][C:31]([F:34])=[CH:30][CH:29]=3)[CH2:20][CH2:19][N:18]([C:21]([O:23][C:24]([CH3:27])([CH3:26])[CH3:25])=[O:22])[CH2:17][CH2:16]2)[CH3:12])[C:8]2[C:4](=[CH:5][N:6]([CH2:35][O:36][CH2:37][CH2:38][Si:39]([CH3:42])([CH3:40])[CH3:41])[N:7]=2)[CH:3]=1. (2) Given the reactants COC(=O)C(N1C=CC=C1)[CH2:5][C:6]#[C:7][CH2:8][CH2:9][CH2:10][C:11]1[N:12]=[C:13]([C:17]2[CH:22]=[CH:21][CH:20]=[CH:19][CH:18]=2)[O:14][C:15]=1[CH3:16].[CH3:29][CH2:30][O:31][C:32]([CH2:34][C:35]1[S:39][CH:38]=[CH:37][CH:36]=1)=[O:33], predict the reaction product. The product is: [CH2:30]([O:31][C:32](=[O:33])[CH:34]([C:35]1[S:39][CH:38]=[CH:37][CH:36]=1)[CH2:5][C:6]#[C:7][CH2:8][CH2:9][CH2:10][C:11]1[N:12]=[C:13]([C:17]2[CH:18]=[CH:19][CH:20]=[CH:21][CH:22]=2)[O:14][C:15]=1[CH3:16])[CH3:29]. (3) Given the reactants COC1C=CC(C[N:8]2[C:12]3[N:13]=[C:14]4[CH2:21][NH:20][CH2:19][CH2:18][N:15]4[C:16](=[O:17])[C:11]=3[CH:10]=[N:9]2)=CC=1.COC1C=CC(CNN)=CC=1.NC1N(CC2C=CC(OC)=CC=2)N=CC=1C(N)=O.NC1N(C2C=CC=CC=2)N=CC=1C(N)=O, predict the reaction product. The product is: [NH:8]1[C:12]2[N:13]=[C:14]3[CH2:21][NH:20][CH2:19][CH2:18][N:15]3[C:16](=[O:17])[C:11]=2[CH:10]=[N:9]1.